This data is from Orexin1 receptor HTS with 218,158 compounds and 233 confirmed actives. The task is: Binary Classification. Given a drug SMILES string, predict its activity (active/inactive) in a high-throughput screening assay against a specified biological target. (1) The result is 0 (inactive). The compound is Clc1c(C(=O)COC(=O)CNS(=O)(=O)c2ccccc2)cccc1. (2) The compound is o1c2c(C(N(CCCN3CCOCC3)C2=O)c2ccc(cc2)C)c(=O)c2c1cc(c(c2)C)C. The result is 0 (inactive). (3) The compound is O=C1N2C(C(CC1CC(=O)NC\C=C(\CC\C=C(/C)C)C)C(=O)N1CCN(CC1)C(=O)c1occc1)(c1[nH]c3c(c1CC2)ccc(c3)c1occc1)CC. The result is 1 (active). (4) The result is 0 (inactive). The compound is S(c1nc2CCCc2c(n1)C)Cc1ccccc1. (5) The molecule is O=Cc1c(N2CCCCC2)nc(nc1N1CCCCC1)N. The result is 0 (inactive).